Dataset: KCNQ2 potassium channel screen with 302,405 compounds. Task: Binary Classification. Given a drug SMILES string, predict its activity (active/inactive) in a high-throughput screening assay against a specified biological target. (1) The drug is [O-][N+](=O)c1c2c(c(N3CCCC3)cc1)ccnc2. The result is 0 (inactive). (2) The drug is O(C(=O)CN1C(=O)c2c(C1=O)cccc2)CC(=O)c1c(OC)cccc1. The result is 0 (inactive). (3) The compound is s1c2ncnc(NCc3c(OC)cccc3)c2cc1. The result is 0 (inactive). (4) The compound is Brc1ccc(C2=NN(C(C2)c2c(OC)c(OC)ccc2)C(=O)CSCCC(OC)=O)cc1. The result is 0 (inactive). (5) The molecule is o1c(C(C2C(=O)CC(CC2=O)(C)C)C2C(=O)CC(CC2=O)(C)C)ccc1. The result is 1 (active). (6) The drug is O=C(NC1CCCc2c1cccc2)CCc1onc(n1)c1ccc(cc1)C. The result is 0 (inactive).